From a dataset of Catalyst prediction with 721,799 reactions and 888 catalyst types from USPTO. Predict which catalyst facilitates the given reaction. Reactant: [CH3:1][CH2:2][O:3][C:4]([C:6]1[N:7]([C:23]([O:25][C:26]([CH3:29])([CH3:28])[CH3:27])=[O:24])[C:8]2[C:13]([CH:14]=1)=[C:12]([O:15]CC1C=CC=CC=1)[CH:11]=[CH:10][CH:9]=2)=[O:5].C([O-])=O.[NH4+]. Product: [CH3:1][CH2:2][O:3][C:4]([C:6]1[N:7]([C:23]([O:25][C:26]([CH3:27])([CH3:29])[CH3:28])=[O:24])[C:8]2[C:13]([CH:14]=1)=[C:12]([OH:15])[CH:11]=[CH:10][CH:9]=2)=[O:5]. The catalyst class is: 63.